This data is from Reaction yield outcomes from USPTO patents with 853,638 reactions. The task is: Predict the reaction yield, written as a fraction of the theoretical maximum amount of product (1.0 means a 100% yield; for example, 0.34 means a 34% yield). (1) The reactants are C([O:3][C:4](=O)[NH:5][CH2:6][CH2:7][C:8]1[CH:13]=[CH:12][CH:11]=[CH:10][C:9]=1[O:14][CH3:15])C.O=P12OP3(OP(OP(O3)(O1)=O)(=O)O2)=O. The catalyst is O=P(Cl)(Cl)Cl. The product is [CH3:15][O:14][C:9]1[CH:10]=[CH:11][CH:12]=[C:13]2[C:8]=1[CH2:7][CH2:6][NH:5][C:4]2=[O:3]. The yield is 0.128. (2) The reactants are [O:1]1[CH:5]=[CH:4][CH:3]=[C:2]1[C:6]1[N:11]=[C:10]([NH2:12])[CH:9]=[C:8]([N:13]2[CH:17]=[CH:16][CH:15]=[N:14]2)[N:7]=1.[CH3:18][O:19][C:20]1[CH:21]=[C:22]([CH2:26][C:27](Cl)=[O:28])[CH:23]=[CH:24][CH:25]=1. The catalyst is CN(C)C1C=CN=CC=1.N1C=CC=CC=1.C(OCC)(=O)C. The product is [O:1]1[CH:5]=[CH:4][CH:3]=[C:2]1[C:6]1[N:11]=[C:10]([NH:12][C:27](=[O:28])[CH2:26][C:22]2[CH:23]=[CH:24][CH:25]=[C:20]([O:19][CH3:18])[CH:21]=2)[CH:9]=[C:8]([N:13]2[CH:17]=[CH:16][CH:15]=[N:14]2)[N:7]=1. The yield is 0.360. (3) The catalyst is CN(C)C=O. The reactants are C1([O:7][C:8](=O)[NH:9][C:10]2[CH:15]=[C:14]([O:16][C:17]3[CH:22]=[CH:21][C:20]([NH:23][C:24]([C:26]4([C:29](=[O:38])[NH:30][C:31]5[CH:36]=[CH:35][C:34]([F:37])=[CH:33][CH:32]=5)[CH2:28][CH2:27]4)=[O:25])=[CH:19][C:18]=3[F:39])[N:13]=[CH:12][N:11]=2)C=CC=CC=1.Cl.Cl.[N:43]1([CH:47]2[CH2:52][CH2:51][NH:50][CH2:49][CH2:48]2)[CH2:46][CH2:45][CH2:44]1.C(N(CC)CC)C.O. The product is [N:43]1([CH:47]2[CH2:52][CH2:51][N:50]([C:8]([NH:9][C:10]3[N:11]=[CH:12][N:13]=[C:14]([O:16][C:17]4[CH:22]=[CH:21][C:20]([NH:23][C:24]([C:26]5([C:29]([NH:30][C:31]6[CH:36]=[CH:35][C:34]([F:37])=[CH:33][CH:32]=6)=[O:38])[CH2:27][CH2:28]5)=[O:25])=[CH:19][C:18]=4[F:39])[CH:15]=3)=[O:7])[CH2:49][CH2:48]2)[CH2:46][CH2:45][CH2:44]1. The yield is 0.688.